Dataset: Forward reaction prediction with 1.9M reactions from USPTO patents (1976-2016). Task: Predict the product of the given reaction. (1) Given the reactants [Cl:1][C:2]1[CH:10]=[C:9]([C:11]#[N:12])[CH:8]=[CH:7][C:3]=1[C:4]([OH:6])=O.CN(C=O)C.C(Cl)(=O)C(Cl)=O.[Cl:24][C:25]1[CH:26]=[C:27]([CH:32]=[CH:33][C:34]=1[O:35][CH:36]([CH3:38])[CH3:37])/[C:28](=[N:30]/O)/[NH2:29], predict the reaction product. The product is: [Cl:1][C:2]1[CH:10]=[C:9]([CH:8]=[CH:7][C:3]=1[C:4]1[O:6][N:29]=[C:28]([C:27]2[CH:32]=[CH:33][C:34]([O:35][CH:36]([CH3:37])[CH3:38])=[C:25]([Cl:24])[CH:26]=2)[N:30]=1)[C:11]#[N:12]. (2) Given the reactants [C:1]([O:5][C:6](=[O:28])[NH:7][C@@H:8]([C:11]1[CH:16]=[CH:15][C:14]([Cl:17])=[C:13]([C:18]([C:20]2[CH:25]=[CH:24][C:23](Br)=[CH:22][N:21]=2)=[O:19])[C:12]=1[F:27])[CH2:9][CH3:10])([CH3:4])([CH3:3])[CH3:2].[OH-].[NH4+:30], predict the reaction product. The product is: [C:1]([O:5][C:6](=[O:28])[NH:7][C@@H:8]([C:11]1[CH:16]=[CH:15][C:14]([Cl:17])=[C:13]([C:18]([C:20]2[CH:25]=[CH:24][C:23]([NH2:30])=[CH:22][N:21]=2)=[O:19])[C:12]=1[F:27])[CH2:9][CH3:10])([CH3:4])([CH3:3])[CH3:2]. (3) Given the reactants [N+:1]([C:4]1[CH:5]=[CH:6][C:7]([NH:10][CH2:11][CH2:12][C:13]2[CH:18]=[CH:17][CH:16]=[CH:15][N:14]=2)=[N:8][CH:9]=1)([O-:3])=[O:2].[Cl:19]N1C(=O)CCC1=O.C(OCC)(=O)C.O, predict the reaction product. The product is: [Cl:19][C:6]1[C:7]([NH:10][CH2:11][CH2:12][C:13]2[CH:18]=[CH:17][CH:16]=[CH:15][N:14]=2)=[N:8][CH:9]=[C:4]([N+:1]([O-:3])=[O:2])[CH:5]=1.